Dataset: Forward reaction prediction with 1.9M reactions from USPTO patents (1976-2016). Task: Predict the product of the given reaction. (1) The product is: [Br:1][C:2]1[CH:3]=[C:4]([NH:8][C@H:9]([C:12]2[CH:17]=[CH:16][CH:15]=[CH:14][CH:13]=2)[CH2:10][N:22]2[C:18](=[O:28])[C:19]3[C:20](=[CH:24][CH:25]=[CH:26][CH:27]=3)[C:21]2=[O:23])[CH:5]=[N:6][CH:7]=1. Given the reactants [Br:1][C:2]1[CH:3]=[C:4]([NH:8][C@H:9]([C:12]2[CH:17]=[CH:16][CH:15]=[CH:14][CH:13]=2)[CH2:10]O)[CH:5]=[N:6][CH:7]=1.[C:18]1(=[O:28])[NH:22][C:21](=[O:23])[C:20]2=[CH:24][CH:25]=[CH:26][CH:27]=[C:19]12.C1(P(C2C=CC=CC=2)C2C=CC=CC=2)C=CC=CC=1.N(C(OCC)=O)=NC(OCC)=O, predict the reaction product. (2) Given the reactants Cl[C:2](Cl)([O:4]C(=O)OC(Cl)(Cl)Cl)Cl.[NH2:13][C@@H:14]1[CH2:19][CH2:18][CH2:17][CH2:16][C@H:15]1[NH:20][CH:21]1[CH2:26][CH2:25][N:24]([C:27]([O:29][C:30]([CH3:33])([CH3:32])[CH3:31])=[O:28])[CH2:23][CH2:22]1.C(N(CC)CC)C.[OH-].[Na+], predict the reaction product. The product is: [O:4]=[C:2]1[N:20]([CH:21]2[CH2:22][CH2:23][N:24]([C:27]([O:29][C:30]([CH3:33])([CH3:32])[CH3:31])=[O:28])[CH2:25][CH2:26]2)[C@@H:15]2[CH2:16][CH2:17][CH2:18][CH2:19][C@H:14]2[NH:13]1. (3) Given the reactants [NH2:1][C:2]1[N:3]([C@@H:12]2[O:18][C@H:17]([CH2:19][OH:20])[C@@H:15]([OH:16])[C@H:13]2[OH:14])[C:4]2[C:9]([N:10]=1)=[C:8](Cl)[N:7]=[CH:6][N:5]=2.Cl.[CH3:22][C:23]([CH3:27])=[CH:24][CH2:25][NH2:26], predict the reaction product. The product is: [NH2:1][C:2]1[N:3]([C@@H:12]2[O:18][C@H:17]([CH2:19][OH:20])[C@@H:15]([OH:16])[C@H:13]2[OH:14])[C:4]2[C:9]([N:10]=1)=[C:8]([NH:26][CH2:25][CH:24]=[C:23]([CH3:27])[CH3:22])[N:7]=[CH:6][N:5]=2. (4) Given the reactants [CH3:1][O:2][C:3](=[O:32])[C@@H:4]([NH:24]C(OC(C)(C)C)=O)[CH2:5][C:6]1[CH:11]=[CH:10][C:9]([O:12][CH2:13][C:14]2[CH:19]=[CH:18][C:17]([C:20]([CH3:23])([CH3:22])[CH3:21])=[CH:16][CH:15]=2)=[CH:8][CH:7]=1.[ClH:33], predict the reaction product. The product is: [ClH:33].[CH3:1][O:2][C:3](=[O:32])[C@@H:4]([NH2:24])[CH2:5][C:6]1[CH:11]=[CH:10][C:9]([O:12][CH2:13][C:14]2[CH:15]=[CH:16][C:17]([C:20]([CH3:21])([CH3:22])[CH3:23])=[CH:18][CH:19]=2)=[CH:8][CH:7]=1.